This data is from Forward reaction prediction with 1.9M reactions from USPTO patents (1976-2016). The task is: Predict the product of the given reaction. (1) The product is: [O:15]=[C:16]([OH:28])[C@@H:17]([C@H:19]([C@H:21]([C@@H:23]([C:25]([OH:27])=[O:26])[OH:24])[OH:22])[OH:20])[OH:18].[CH3:1][NH:2][CH2:3][CH2:4][CH2:5][O:6][C:7]1[CH:8]=[N:9][CH:10]=[C:11]([O:13][CH3:14])[CH:12]=1.[CH3:1][NH:2][CH2:3][CH2:4][CH2:5][O:6][C:7]1[CH:8]=[N:9][CH:10]=[C:11]([O:13][CH3:14])[CH:12]=1. Given the reactants [CH3:1][NH:2][CH2:3][CH2:4][CH2:5][O:6][C:7]1[CH:8]=[N:9][CH:10]=[C:11]([O:13][CH3:14])[CH:12]=1.[O:15]=[C:16]([OH:28])[C@@H:17]([C@H:19]([C@H:21]([C@@H:23]([C:25]([OH:27])=[O:26])[OH:24])[OH:22])[OH:20])[OH:18].O, predict the reaction product. (2) Given the reactants [CH3:1][O:2][C:3]([C:5]1[CH:6]=[C:7]2[C:11](=[CH:12][CH:13]=1)[NH:10][N:9]=[C:8]2[CH:14]=[O:15])=[O:4].Br[CH2:17][C:18]1[CH:22]=[C:21]([C:23]2[S:24][C:25]([Cl:28])=[CH:26][CH:27]=2)[O:20][N:19]=1.C([O-])([O-])=O.[Cs+].[Cs+], predict the reaction product. The product is: [CH3:1][O:2][C:3]([C:5]1[CH:6]=[C:7]2[C:11](=[CH:12][CH:13]=1)[N:10]([CH2:17][C:18]1[CH:22]=[C:21]([C:23]3[S:24][C:25]([Cl:28])=[CH:26][CH:27]=3)[O:20][N:19]=1)[N:9]=[C:8]2[CH:14]=[O:15])=[O:4]. (3) Given the reactants [C:1]([OH:9])(=[O:8])[C:2]1[CH:7]=[CH:6][CH:5]=[CH:4][CH:3]=1.[C:10]([OH:18])(=[O:17])[C:11]1[CH:16]=[CH:15][CH:14]=[CH:13][CH:12]=1.[C:19]([OH:27])(=[O:26])[C:20]1[CH:25]=[CH:24][CH:23]=[CH:22][CH:21]=1.Br[C:29]1[CH:38]=[C:37]2[C:32]([CH:33]=[CH:34][N:35]([C@H:40]3[C@H:44]([OH:45])[C@H:43]([OH:46])[C@@H:42]([CH2:47][OH:48])[O:41]3)[C:36]2=[O:39])=[CH:31][CH:30]=1.B1([C:55]2[CH:60]=[CH:59][CH:58]=[N:57][CH:56]=2)OCCCO1.P([O-])([O-])([O-])=O.[K+].[K+].[K+], predict the reaction product. The product is: [C:1]([OH:9])(=[O:8])[C:2]1[CH:7]=[CH:6][CH:5]=[CH:4][CH:3]=1.[C:10]([OH:18])(=[O:17])[C:11]1[CH:16]=[CH:15][CH:14]=[CH:13][CH:12]=1.[C:19]([OH:27])(=[O:26])[C:20]1[CH:25]=[CH:24][CH:23]=[CH:22][CH:21]=1.[OH:45][C@@H:44]1[C@H:43]([OH:46])[C@@H:42]([CH2:47][OH:48])[O:41][C@H:40]1[N:35]1[CH:34]=[CH:33][C:32]2[C:37](=[CH:38][C:29]([C:55]3[CH:56]=[N:57][CH:58]=[CH:59][CH:60]=3)=[CH:30][CH:31]=2)[C:36]1=[O:39]. (4) Given the reactants [Cl:1][CH2:2][CH2:3][C:4]1[CH:12]=[CH:11][C:7]([C:8](O)=[O:9])=[CH:6][CH:5]=1.S(=O)(=O)(O)O, predict the reaction product. The product is: [Cl:1][CH2:2][CH2:3][C:4]1[CH:12]=[CH:11][C:7]([CH:8]=[O:9])=[CH:6][CH:5]=1. (5) Given the reactants [NH2:1][C:2]1[CH:3]=[CH:4][C:5]2[C:11]([CH3:13])([CH3:12])[CH2:10][CH2:9][CH2:8][N:7]([C:14](=[O:16])[CH3:15])[C:6]=2[CH:17]=1.Cl[C:19]1[N:24]=[C:23]([NH:25][C:26]2[C:35]([F:36])=[CH:34][CH:33]=[CH:32][C:27]=2[C:28]([NH:30][CH3:31])=[O:29])[C:22]([Cl:37])=[CH:21][N:20]=1, predict the reaction product. The product is: [C:14]([N:7]1[CH2:8][CH2:9][CH2:10][C:11]([CH3:13])([CH3:12])[C:5]2[CH:4]=[CH:3][C:2]([NH:1][C:19]3[N:24]=[C:23]([NH:25][C:26]4[C:35]([F:36])=[CH:34][CH:33]=[CH:32][C:27]=4[C:28]([NH:30][CH3:31])=[O:29])[C:22]([Cl:37])=[CH:21][N:20]=3)=[CH:17][C:6]1=2)(=[O:16])[CH3:15]. (6) Given the reactants Cl[C:2]1[C:11]2[C:6](=[CH:7][CH:8]=[C:9]([CH3:12])[CH:10]=2)[N:5]=[C:4]([N:13]2[CH2:19][C:18]3[CH:20]=[CH:21][CH:22]=[CH:23][C:17]=3[S:16](=[O:24])[CH2:15][CH2:14]2)[CH:3]=1.[NH2:25][CH2:26][CH2:27][OH:28], predict the reaction product. The product is: [CH3:12][C:9]1[CH:10]=[C:11]2[C:6](=[CH:7][CH:8]=1)[N:5]=[C:4]([N:13]1[CH2:19][C:18]3[CH:20]=[CH:21][CH:22]=[CH:23][C:17]=3[S:16](=[O:24])[CH2:15][CH2:14]1)[CH:3]=[C:2]2[NH:25][CH2:26][CH2:27][OH:28]. (7) Given the reactants [S:1]1[CH2:6][CH2:5][CH2:4][S:3][CH:2]1[C:7]1[CH:16]=[CH:15][C:10]([C:11]([O:13][CH3:14])=[O:12])=[CH:9][CH:8]=1.C[Si]([N-][Si](C)(C)C)(C)C.[Na+].[Cl:27][CH2:28][CH2:29][CH2:30]I, predict the reaction product. The product is: [Cl:27][CH2:28][CH2:29][CH2:30][C:2]1([C:7]2[CH:16]=[CH:15][C:10]([C:11]([O:13][CH3:14])=[O:12])=[CH:9][CH:8]=2)[S:3][CH2:4][CH2:5][CH2:6][S:1]1.